From a dataset of Full USPTO retrosynthesis dataset with 1.9M reactions from patents (1976-2016). Predict the reactants needed to synthesize the given product. (1) Given the product [Cl:1][C:2]1[CH:3]=[CH:4][C:5]([N:8]2[CH:12]=[CH:11][C:10]([O:13][CH2:14]/[C:15](/[CH3:16])=[CH:26]\[C:27](=[N:32]/[O:33][CH3:34])\[C:28]([O:30][CH3:31])=[O:29])=[N:9]2)=[CH:6][CH:7]=1, predict the reactants needed to synthesize it. The reactants are: [Cl:1][C:2]1[CH:7]=[CH:6][C:5]([N:8]2[CH:12]=[CH:11][C:10]([O:13][CH2:14][C:15](=O)[CH3:16])=[N:9]2)=[CH:4][CH:3]=1.C(OP([CH2:26]/[C:27](=[N:32]\[O:33][CH3:34])/[C:28]([O:30][CH3:31])=[O:29])(OCC)=O)C. (2) Given the product [Br:1][C:2]1[CH:3]=[CH:4][C:5]([O:6][C@@H:7]2[CH2:11][CH2:10][CH2:9][C@@H:8]2[NH:12][S:13]([CH:16]([CH3:18])[CH3:17])(=[O:15])=[O:14])=[CH:19][CH:20]=1, predict the reactants needed to synthesize it. The reactants are: [Br:1][C:2]1[CH:20]=[CH:19][C:5]([O:6][C@H:7]2[CH2:11][CH2:10][CH2:9][C@H:8]2[NH:12][S:13]([CH:16]([CH3:18])[CH3:17])(=[O:15])=[O:14])=[CH:4][CH:3]=1.C(=O)=O. (3) Given the product [Br:22][CH2:13][CH2:12][CH2:11][CH2:10][CH2:9][C:6]1[CH:7]=[CH:8][C:3]([OH:2])=[CH:4][CH:5]=1, predict the reactants needed to synthesize it. The reactants are: C[O:2][C:3]1[CH:8]=[CH:7][C:6]([CH2:9][CH2:10][CH2:11][CH2:12][CH2:13]OC2C=CC=CC=2)=[CH:5][CH:4]=1.B(Br)(Br)[Br:22].